Dataset: Full USPTO retrosynthesis dataset with 1.9M reactions from patents (1976-2016). Task: Predict the reactants needed to synthesize the given product. (1) Given the product [CH2:59]([N:42]([CH2:40][CH3:41])[CH2:43][CH2:44][N:45]1[CH:49]=[C:48]([C:2]2[CH:3]=[CH:4][C:5]([NH:13][C:14]3[C:19]([C:20]([F:23])([F:21])[F:22])=[CH:18][N:17]=[C:16]([NH:24][C:25]4[CH:26]=[CH:27][C:28]([CH2:29][P:30](=[O:37])([O:31][CH2:32][CH3:33])[O:34][CH2:35][CH3:36])=[CH:38][CH:39]=4)[N:15]=3)=[C:6]3[C:10]=2[CH2:9][N:8]([CH3:11])[C:7]3=[O:12])[CH:47]=[N:46]1)[CH3:60], predict the reactants needed to synthesize it. The reactants are: Br[C:2]1[CH:3]=[CH:4][C:5]([NH:13][C:14]2[C:19]([C:20]([F:23])([F:22])[F:21])=[CH:18][N:17]=[C:16]([NH:24][C:25]3[CH:39]=[CH:38][C:28]([CH2:29][P:30](=[O:37])([O:34][CH2:35][CH3:36])[O:31][CH2:32][CH3:33])=[CH:27][CH:26]=3)[N:15]=2)=[C:6]2[C:10]=1[CH2:9][N:8]([CH3:11])[C:7]2=[O:12].[CH2:40]([N:42]([CH2:59][CH3:60])[CH2:43][CH2:44][N:45]1[CH:49]=[C:48](B2OC(C)(C)C(C)(C)O2)[CH:47]=[N:46]1)[CH3:41]. (2) Given the product [S:1]([N:11]1[C:15]2[N:16]=[CH:17][C:18]3[N:19]([C:22]([C:24]45[CH2:29][CH2:28][C:27]([NH2:32])([CH2:30][CH2:31]4)[CH2:26][CH2:25]5)=[N:21][N:20]=3)[C:14]=2[CH:13]=[CH:12]1)([C:4]1[CH:5]=[CH:6][C:7]([CH3:8])=[CH:9][CH:10]=1)(=[O:3])=[O:2], predict the reactants needed to synthesize it. The reactants are: [S:1]([N:11]1[C:15]2=[N:16][CH:17]=[C:18]([NH:20][NH:21][C:22]([C:24]34[CH2:31][CH2:30][C:27]([NH:32]C(=O)OC(C)(C)C)([CH2:28][CH2:29]3)[CH2:26][CH2:25]4)=O)[N:19]=[C:14]2[CH:13]=[CH:12]1)([C:4]1[CH:10]=[CH:9][C:7]([CH3:8])=[CH:6][CH:5]=1)(=[O:3])=[O:2].O=S(Cl)Cl. (3) Given the product [Cl:11][C:12]1[CH:13]=[C:14]([O:10][CH:8]2[CH2:7][NH:6][CH2:5][C:4]3[CH:3]=[CH:2][O:1][C:9]2=3)[CH:15]=[CH:16][C:17]=1[Cl:18], predict the reactants needed to synthesize it. The reactants are: [O:1]1[C:9]2[CH:8]([OH:10])[CH2:7][NH:6][CH2:5][C:4]=2[CH:3]=[CH:2]1.[Cl:11][C:12]1[CH:13]=[C:14](F)[CH:15]=[CH:16][C:17]=1[Cl:18].